From a dataset of Forward reaction prediction with 1.9M reactions from USPTO patents (1976-2016). Predict the product of the given reaction. (1) Given the reactants [NH:1]([C:3]1[CH:12]=[C:11]([CH:13]([CH3:15])[CH3:14])[C:10]2[C:5](=[C:6]([CH3:17])[CH:7]=[CH:8][C:9]=2[CH3:16])[N:4]=1)[NH2:2].[Cl:18][C:19]1[CH:20]=[C:21]([N:26]=[C:27]=[O:28])[CH:22]=[C:23]([Cl:25])[CH:24]=1, predict the reaction product. The product is: [Cl:18][C:19]1[CH:20]=[C:21]([NH:26][C:27]([NH:2][NH:1][C:3]2[CH:12]=[C:11]([CH:13]([CH3:14])[CH3:15])[C:10]3[C:5](=[C:6]([CH3:17])[CH:7]=[CH:8][C:9]=3[CH3:16])[N:4]=2)=[O:28])[CH:22]=[C:23]([Cl:25])[CH:24]=1. (2) Given the reactants CO.C(Cl)(Cl)Cl.[Cl:7][C:8]1[CH:17]=[C:16]2[C:11]([CH:12]=[CH:13][C:14](/[CH:18]=[CH:19]/[C:20]3[CH:40]=[CH:39][C:23]4[O:24][CH2:25][C:26]5[CH:38]=[CH:37][CH:36]=[CH:35][C:27]=5[CH:28]([S:29][CH2:30][CH2:31][C:32]([OH:34])=[O:33])[C:22]=4[CH:21]=3)=[N:15]2)=[CH:10][C:9]=1[F:41].[OH-].[Na+:43], predict the reaction product. The product is: [Cl:7][C:8]1[CH:17]=[C:16]2[C:11]([CH:12]=[CH:13][C:14](/[CH:18]=[CH:19]/[C:20]3[CH:40]=[CH:39][C:23]4[O:24][CH2:25][C:26]5[CH:38]=[CH:37][CH:36]=[CH:35][C:27]=5[CH:28]([S:29][CH2:30][CH2:31][C:32]([O-:34])=[O:33])[C:22]=4[CH:21]=3)=[N:15]2)=[CH:10][C:9]=1[F:41].[Na+:43]. (3) Given the reactants [CH:1]1([NH:4][C:5]([C:7]2[C:16]3[C:11](=[CH:12][C:13]([O:17][CH3:18])=[CH:14][CH:15]=3)[N:10]([CH2:19][CH:20]=O)[C:9](=[O:22])[CH:8]=2)=[O:6])[CH2:3][CH2:2]1.[C:23]([O:27][C:28](=[O:47])[N:29]([CH2:36][C:37]1[CH:46]=[CH:45][C:40]2[O:41][CH2:42][CH2:43][O:44][C:39]=2[CH:38]=1)[CH:30]1[CH2:35][CH2:34][NH:33][CH2:32][CH2:31]1)([CH3:26])([CH3:25])[CH3:24].C([BH3-])#N.[Na+].C(=O)([O-])O.[Na+], predict the reaction product. The product is: [C:23]([O:27][C:28](=[O:47])[N:29]([CH:30]1[CH2:35][CH2:34][N:33]([CH2:20][CH2:19][N:10]2[C:11]3[C:16](=[CH:15][CH:14]=[C:13]([O:17][CH3:18])[CH:12]=3)[C:7]([C:5]([NH:4][CH:1]3[CH2:3][CH2:2]3)=[O:6])=[CH:8][C:9]2=[O:22])[CH2:32][CH2:31]1)[CH2:36][C:37]1[CH:46]=[CH:45][C:40]2[O:41][CH2:42][CH2:43][O:44][C:39]=2[CH:38]=1)([CH3:26])([CH3:24])[CH3:25]. (4) Given the reactants [NH2:1][CH:2]1[CH2:7][CH2:6][N:5]([CH2:8][CH2:9][N:10]2[C:19]3[C:14](=[CH:15][CH:16]=[C:17]([O:20][CH3:21])[CH:18]=3)[N:13]=[CH:12][C:11]2=[O:22])[CH2:4][CH2:3]1.[S:23]1[C:27]([CH:28]=O)=[CH:26][C:25]2[S:30][CH:31]=[CH:32][C:24]1=2.C(O[BH-](OC(=O)C)OC(=O)C)(=O)C.[Na+].C(=O)([O-])O.[Na+], predict the reaction product. The product is: [S:23]1[C:27]([CH2:28][NH:1][CH:2]2[CH2:3][CH2:4][N:5]([CH2:8][CH2:9][N:10]3[C:19]4[C:14](=[CH:15][CH:16]=[C:17]([O:20][CH3:21])[CH:18]=4)[N:13]=[CH:12][C:11]3=[O:22])[CH2:6][CH2:7]2)=[CH:26][C:25]2[S:30][CH:31]=[CH:32][C:24]1=2. (5) Given the reactants [F:1][C:2]1[CH:10]=[CH:9][CH:8]=[C:7]2[C:3]=1[CH2:4][CH2:5][N:6]2[C:11](=[O:27])[CH2:12][C:13]1[N:18]=[C:17]([O:19][CH3:20])[CH:16]=[C:15]([N:21]2[CH2:26][CH2:25][O:24][CH2:23][CH2:22]2)[N:14]=1.[CH3:28][Si]([N-][Si](C)(C)C)(C)C.[K+].CI, predict the reaction product. The product is: [F:1][C:2]1[CH:10]=[CH:9][CH:8]=[C:7]2[C:3]=1[CH2:4][CH2:5][N:6]2[C:11](=[O:27])[CH:12]([C:13]1[N:18]=[C:17]([O:19][CH3:20])[CH:16]=[C:15]([N:21]2[CH2:26][CH2:25][O:24][CH2:23][CH2:22]2)[N:14]=1)[CH3:28]. (6) Given the reactants [C:1]([C:5]1[CH:10]=[CH:9][CH:8]=[CH:7][C:6]=1[O:11][CH3:12])([CH3:4])([CH3:3])[CH3:2].[CH2:13]([C:17](=[CH2:21])[C:18](O)=[O:19])[CH:14]([CH3:16])[CH3:15], predict the reaction product. The product is: [C:1]([C:5]1[CH:10]=[C:9]2[C:8]([CH2:21][CH:17]([CH2:13][CH:14]([CH3:16])[CH3:15])[C:18]2=[O:19])=[CH:7][C:6]=1[O:11][CH3:12])([CH3:4])([CH3:2])[CH3:3]. (7) Given the reactants [N:1]1([C:7]2[CH:8]=[CH:9][C:10]3[N:11]([C:13]([C:16]([F:19])([F:18])[F:17])=[N:14][N:15]=3)[N:12]=2)[CH2:6][CH2:5][NH:4][CH2:3][CH2:2]1.[Br:20][C:21]1[CH:22]=[C:23]([CH:26]=[CH:27][CH:28]=1)[CH:24]=O, predict the reaction product. The product is: [Br:20][C:21]1[CH:22]=[C:23]([CH2:24][N:4]2[CH2:3][CH2:2][N:1]([C:7]3[CH:8]=[CH:9][C:10]4[N:11]([C:13]([C:16]([F:17])([F:18])[F:19])=[N:14][N:15]=4)[N:12]=3)[CH2:6][CH2:5]2)[CH:26]=[CH:27][CH:28]=1. (8) Given the reactants C[O:2][C:3](=O)[C:4]1[CH:9]=[CH:8][C:7]([N:10]2[CH:14]=[C:13]([C:15]3[C:16]([C:24]4[CH:29]=[CH:28][C:27]([F:30])=[CH:26][CH:25]=4)=[N:17][O:18][C:19]=3[C:20]([F:23])([F:22])[F:21])[N:12]=[CH:11]2)=[N:6][CH:5]=1.[F:32][C:33]([F:37])([F:36])[CH2:34][NH2:35], predict the reaction product. The product is: [F:30][C:27]1[CH:28]=[CH:29][C:24]([C:16]2[C:15]([C:13]3[N:12]=[CH:11][N:10]([C:7]4[CH:8]=[CH:9][C:4]([C:3]([NH:35][CH2:34][C:33]([F:37])([F:36])[F:32])=[O:2])=[CH:5][N:6]=4)[CH:14]=3)=[C:19]([C:20]([F:23])([F:21])[F:22])[O:18][N:17]=2)=[CH:25][CH:26]=1.